Dataset: Full USPTO retrosynthesis dataset with 1.9M reactions from patents (1976-2016). Task: Predict the reactants needed to synthesize the given product. (1) Given the product [Br:13][C:14]1[N:15]([C:2]2[C:7]([N+:8]([O-:10])=[O:9])=[CH:6][CH:5]=[C:4]([O:11][CH3:12])[N:3]=2)[CH:16]=[C:17]([CH3:19])[N:18]=1, predict the reactants needed to synthesize it. The reactants are: Cl[C:2]1[C:7]([N+:8]([O-:10])=[O:9])=[CH:6][CH:5]=[C:4]([O:11][CH3:12])[N:3]=1.[Br:13][C:14]1[NH:15][CH:16]=[C:17]([CH3:19])[N:18]=1.[OH-].[K+]. (2) Given the product [O:10]=[C:9]1[CH2:13][CH:14]2[CH2:20][CH:18]([CH2:17][N:16]([C:22]([O:24][CH2:25][C:26]3[CH:31]=[CH:30][CH:29]=[CH:28][CH:27]=3)=[O:23])[CH2:15]2)[CH2:19]1, predict the reactants needed to synthesize it. The reactants are: CCN(CC)CC.O1CC[O:10][C:9]21[CH2:19][CH:18]1[CH2:20][CH:14]([CH2:15][NH:16][CH2:17]1)[CH2:13]2.Cl[C:22]([O:24][CH2:25][C:26]1[CH:31]=[CH:30][CH:29]=[CH:28][CH:27]=1)=[O:23].Cl.